From a dataset of TCR-epitope binding with 47,182 pairs between 192 epitopes and 23,139 TCRs. Binary Classification. Given a T-cell receptor sequence (or CDR3 region) and an epitope sequence, predict whether binding occurs between them. (1) The epitope is GTSGSPIINR. Result: 0 (the TCR does not bind to the epitope). The TCR CDR3 sequence is CASSRTSYEQYF. (2) The epitope is SEVGPEHSLAEY. The TCR CDR3 sequence is CASGTFGGGSYNEQFF. Result: 0 (the TCR does not bind to the epitope). (3) The epitope is LPAADLDDF. The TCR CDR3 sequence is CASSPRQTINYGYTF. Result: 1 (the TCR binds to the epitope). (4) The epitope is ELAGIGILTV. The TCR CDR3 sequence is CASSQEINGLSYEQYF. Result: 0 (the TCR does not bind to the epitope). (5) The epitope is KLSYGIATV. Result: 0 (the TCR does not bind to the epitope). The TCR CDR3 sequence is CASSLTGQGGGYTF. (6) The epitope is TPINLVRDL. The TCR CDR3 sequence is CSVEGKTGGAYNEQFF. Result: 1 (the TCR binds to the epitope).